From a dataset of Forward reaction prediction with 1.9M reactions from USPTO patents (1976-2016). Predict the product of the given reaction. Given the reactants [C:1]([O:5][C@@H:6]([C:12]1[C:13]([CH3:42])=[N:14][C:15]([CH3:41])=[C:16]([C:26]2[CH:31]=[CH:30][C:29]([O:32][CH2:33][C:34]3[CH:39]=[CH:38][C:37]([Cl:40])=[CH:36][CH:35]=3)=[CH:28][CH:27]=2)[C:17]=1[N:18]1[CH2:23][CH2:22][C:21]([CH3:25])([CH3:24])[CH2:20][CH2:19]1)[C:7]([O:9]CC)=[O:8])([CH3:4])([CH3:3])[CH3:2].[Li+].[OH-], predict the reaction product. The product is: [C:1]([O:5][C@@H:6]([C:12]1[C:13]([CH3:42])=[N:14][C:15]([CH3:41])=[C:16]([C:26]2[CH:27]=[CH:28][C:29]([O:32][CH2:33][C:34]3[CH:39]=[CH:38][C:37]([Cl:40])=[CH:36][CH:35]=3)=[CH:30][CH:31]=2)[C:17]=1[N:18]1[CH2:23][CH2:22][C:21]([CH3:25])([CH3:24])[CH2:20][CH2:19]1)[C:7]([OH:9])=[O:8])([CH3:4])([CH3:2])[CH3:3].